This data is from Reaction yield outcomes from USPTO patents with 853,638 reactions. The task is: Predict the reaction yield, written as a fraction of the theoretical maximum amount of product (1.0 means a 100% yield; for example, 0.34 means a 34% yield). (1) The reactants are [F:1][C:2]1[CH:7]=[CH:6][CH:5]=[CH:4][C:3]=1[C:8](=[O:11])[CH:9]=[CH2:10].[Br:12][C:13]1[CH:18]=[CH:17][C:16]([C@@H:19]([NH2:21])[CH3:20])=[CH:15][CH:14]=1. The catalyst is CC#N. The product is [Br:12][C:13]1[CH:18]=[CH:17][C:16]([C@@H:19]([NH:21][CH2:10][CH2:9][C:8]([C:3]2[CH:4]=[CH:5][CH:6]=[CH:7][C:2]=2[F:1])=[O:11])[CH3:20])=[CH:15][CH:14]=1. The yield is 0.307. (2) The reactants are [CH:1]([C:4]1[N:5]=[C:6]([C:9]2[CH:18]=[C:17]([O:19][CH:20]3[CH2:38][CH:37]4[N:22]([C:23](=[O:59])[N:24](CC5C=CC(OC)=CC=5)[CH2:25][CH2:26][CH2:27][CH2:28][CH2:29][CH:30]=[CH:31][CH:32]5[C:34]([C:40]([NH:42][S:43]([C:46]6([CH3:49])[CH2:48][CH2:47]6)(=[O:45])=[O:44])=[O:41])([NH:35][C:36]4=[O:39])[CH2:33]5)[CH2:21]3)[C:16]3[C:11](=[C:12]([CH3:62])[C:13]([O:60][CH3:61])=[CH:14][CH:15]=3)[N:10]=2)[S:7][CH:8]=1)([CH3:3])[CH3:2].C([SiH](CC)CC)C.C(O)(C(F)(F)F)=O. The catalyst is ClCCl. The product is [CH:1]([C:4]1[N:5]=[C:6]([C:9]2[CH:18]=[C:17]([O:19][CH:20]3[CH2:38][CH:37]4[N:22]([C:23](=[O:59])[NH:24][CH2:25][CH2:26][CH2:27][CH2:28][CH2:29][CH:30]=[CH:31][CH:32]5[C:34]([C:40]([NH:42][S:43]([C:46]6([CH3:49])[CH2:48][CH2:47]6)(=[O:45])=[O:44])=[O:41])([NH:35][C:36]4=[O:39])[CH2:33]5)[CH2:21]3)[C:16]3[C:11](=[C:12]([CH3:62])[C:13]([O:60][CH3:61])=[CH:14][CH:15]=3)[N:10]=2)[S:7][CH:8]=1)([CH3:2])[CH3:3]. The yield is 0.800. (3) The reactants are [CH3:1][C:2]1[CH:7]=[CH:6][N:5]=[CH:4][C:3]=1[N:8]1[CH2:12][CH2:11][NH:10][C:9]1=[O:13].Br[C:15]1[CH:20]=[CH:19][C:18]([O:21][CH3:22])=[C:17]([F:23])[CH:16]=1.N[C@@H]1CCCC[C@H]1N.P([O-])([O-])([O-])=O.[K+].[K+].[K+]. The catalyst is [Cu](I)I.O1CCOCC1. The product is [F:23][C:17]1[CH:16]=[C:15]([N:10]2[CH2:11][CH2:12][N:8]([C:3]3[CH:4]=[N:5][CH:6]=[CH:7][C:2]=3[CH3:1])[C:9]2=[O:13])[CH:20]=[CH:19][C:18]=1[O:21][CH3:22]. The yield is 0.860. (4) The reactants are B.C1COCC1.[CH3:7][N:8]([CH3:17])[C:9](=O)[C:10]1[CH:15]=[CH:14][CH:13]=[CH:12][CH:11]=1.CO. The catalyst is O1CCCC1. The product is [CH3:7][N:8]([CH3:17])[CH2:9][C:10]1[CH:15]=[CH:14][CH:13]=[CH:12][CH:11]=1. The yield is 0.951. (5) The reactants are CC(C)(OC(N[C@H]([C:16]1[N:17](CC(=O)CC)[CH:18]=[C:19](C2C=CC=CC=2)[N:20]=1)CC1C=CC=CC=1)=O)C. The catalyst is C(O)(C(F)(F)F)=O.C(Cl)Cl. The product is [NH:17]1[C:18]2=[N:17][CH:18]=[CH:19][NH:20][CH:19]2[NH:20][CH2:16]1. The yield is 0.860.